This data is from Full USPTO retrosynthesis dataset with 1.9M reactions from patents (1976-2016). The task is: Predict the reactants needed to synthesize the given product. (1) Given the product [OH:20][C:17]1[CH:18]=[CH:19][C:14]([S:11]([NH:10][C:4]2[C:5]([O:8][CH3:9])=[N:6][CH:7]=[C:2]([B:21]3[O:25][C:24]([CH3:27])([CH3:26])[C:23]([CH3:29])([CH3:28])[O:22]3)[CH:3]=2)(=[O:13])=[O:12])=[CH:15][CH:16]=1, predict the reactants needed to synthesize it. The reactants are: Br[C:2]1[CH:3]=[C:4]([NH:10][S:11]([C:14]2[CH:19]=[CH:18][C:17]([OH:20])=[CH:16][CH:15]=2)(=[O:13])=[O:12])[C:5]([O:8][CH3:9])=[N:6][CH:7]=1.[B:21]1([B:21]2[O:25][C:24]([CH3:27])([CH3:26])[C:23]([CH3:29])([CH3:28])[O:22]2)[O:25][C:24]([CH3:27])([CH3:26])[C:23]([CH3:29])([CH3:28])[O:22]1.C([O-])(=O)C.[K+]. (2) Given the product [CH:47]([C:53]1[CH:67]=[CH:66][C:56]([O:57][CH2:58][C:59]([O:61][C:62]([CH3:65])([CH3:64])[CH3:63])=[O:60])=[CH:55][CH:54]=1)([CH3:52])[CH3:48], predict the reactants needed to synthesize it. The reactants are: C(C1C=CC(OCC(OC(C)(C)C)=O)=CC=1)CC.C1(C2C=CC(O)=CC=2)CCCCC1.BrCC(OC(C)(C)C)=O.C(=O)([O-])[O-].[K+].[K+].[CH:47]1([C:53]2[CH:67]=[CH:66][C:56]([O:57][CH2:58][C:59]([O:61][C:62]([CH3:65])([CH3:64])[CH3:63])=[O:60])=[CH:55][CH:54]=2)[CH2:52]CCC[CH2:48]1. (3) Given the product [Cl:18][C:12]1[CH:13]=[C:14]([Cl:17])[CH:15]=[CH:16][C:11]=1[C:9]([C:7]1[O:8][C:4]2[CH:3]=[C:2]([B:22]3[O:26][C:25]([CH3:28])([CH3:27])[C:24]([CH3:30])([CH3:29])[O:23]3)[CH:21]=[CH:20][C:5]=2[C:6]=1[CH3:19])=[O:10], predict the reactants needed to synthesize it. The reactants are: Br[C:2]1[CH:21]=[CH:20][C:5]2[C:6]([CH3:19])=[C:7]([C:9]([C:11]3[CH:16]=[CH:15][C:14]([Cl:17])=[CH:13][C:12]=3[Cl:18])=[O:10])[O:8][C:4]=2[CH:3]=1.[B:22]1([B:22]2[O:26][C:25]([CH3:28])([CH3:27])[C:24]([CH3:30])([CH3:29])[O:23]2)[O:26][C:25]([CH3:28])([CH3:27])[C:24]([CH3:30])([CH3:29])[O:23]1.C([O-])(=O)C.[K+]. (4) Given the product [F:6][C:7]1[CH:8]=[C:9]2[C:13](=[CH:14][CH:15]=1)[NH:12][CH:11]=[C:10]2[CH:19]=[O:20], predict the reactants needed to synthesize it. The reactants are: P(Cl)(Cl)(Cl)=O.[F:6][C:7]1[CH:8]=[C:9]2[C:13](=[CH:14][CH:15]=1)[NH:12][CH:11]=[CH:10]2.CN([CH:19]=[O:20])C. (5) Given the product [ClH:12].[NH2:13][C:14]1[C:23]2[C:18](=[CH:19][C:20]([O:26][CH3:27])=[C:21]([O:24][CH3:25])[CH:22]=2)[N:17]=[C:16]([N:28]2[CH2:33][CH2:32][N:31]([C:10]([C:8]3[O:9][C:5]([S:4][CH:1]([CH3:3])[CH3:2])=[N:6][N:7]=3)=[O:11])[CH2:30][CH2:29]2)[N:15]=1, predict the reactants needed to synthesize it. The reactants are: [CH:1]([S:4][C:5]1[O:9][C:8]([C:10]([Cl:12])=[O:11])=[N:7][N:6]=1)([CH3:3])[CH3:2].[NH2:13][C:14]1[C:23]2[C:18](=[CH:19][C:20]([O:26][CH3:27])=[C:21]([O:24][CH3:25])[CH:22]=2)[N:17]=[C:16]([N:28]2[CH2:33][CH2:32][NH:31][CH2:30][CH2:29]2)[N:15]=1. (6) Given the product [F:22][C:21]1([F:23])[C:1]2([CH2:7][O:8][CH2:9][C:10]3[CH:15]=[CH:14][C:13]([O:16][CH3:17])=[CH:12][CH:11]=3)[CH:6]1[CH2:5][CH2:4][CH2:3][CH2:2]2, predict the reactants needed to synthesize it. The reactants are: [C:1]1([CH2:7][O:8][CH2:9][C:10]2[CH:15]=[CH:14][C:13]([O:16][CH3:17])=[CH:12][CH:11]=2)[CH2:6][CH2:5][CH2:4][CH2:3][CH:2]=1.C[Si](C)(C)C[C:21](F)([F:23])[F:22].[I-].[Na+].